Task: Predict the reactants needed to synthesize the given product.. Dataset: Full USPTO retrosynthesis dataset with 1.9M reactions from patents (1976-2016) (1) Given the product [Br:8][C:9]1[CH:10]=[N:11][C:12]([N:1]2[CH:5]=[N:4][CH:3]=[N:2]2)=[C:13]([CH:18]=1)[C:14]([O:16][CH3:17])=[O:15], predict the reactants needed to synthesize it. The reactants are: [N:1]1[N:2]=[CH:3][NH:4][CH:5]=1.[H-].[Na+].[Br:8][C:9]1[CH:10]=[N:11][C:12](Cl)=[C:13]([CH:18]=1)[C:14]([O:16][CH3:17])=[O:15]. (2) Given the product [Cl:55][C:56]1[CH:68]=[CH:67][C:59]([CH2:60][CH:6]2[CH2:7][CH2:8][N:9]([S:12]([C:15]3[C:19]([CH3:20])=[N:18][NH:17][C:16]=3[CH3:22])(=[O:13])=[O:14])[CH2:10][CH2:11]2)=[C:58]([F:69])[CH:57]=1, predict the reactants needed to synthesize it. The reactants are: ClC1C=C(C=CC=1Cl)O[CH:6]1[CH2:11][CH2:10][N:9]([S:12]([C:15]2[C:16]([CH3:22])=[N:17][N:18](C)[C:19]=2[CH3:20])(=[O:14])=[O:13])[CH2:8][CH2:7]1.ClC1C=C(C=CC=1Cl)NCC1CCN(S(C2C(C)=NN(C)C=2C)(=O)=O)CC1.Cl.[Cl:55][C:56]1[CH:68]=[CH:67][C:59]([CH2:60]C2CCNCC2)=[C:58]([F:69])[CH:57]=1. (3) Given the product [CH:1]1([CH2:4][C:5]([CH3:20])([C:8]2[CH:9]=[N:10][C:11]([C:14]([F:16])([F:17])[F:15])=[N:12][CH:13]=2)[C:6]#[N:7])[CH2:3][CH2:2]1, predict the reactants needed to synthesize it. The reactants are: [CH:1]1([CH2:4][CH:5]([C:8]2[CH:9]=[N:10][C:11]([C:14]([F:17])([F:16])[F:15])=[N:12][CH:13]=2)[C:6]#[N:7])[CH2:3][CH2:2]1.CI.[CH3:20]C([O-])(C)C.[K+]. (4) Given the product [C:1]1([S:7]([N:10]2[CH2:35][CH:14]3[CH2:15][CH2:16][CH2:17][CH2:18][CH:19]([NH:22][C:23]([C:25]4[C:34]5[C:29](=[CH:30][CH:31]=[CH:32][CH:33]=5)[CH:28]=[CH:27][N:26]=4)=[O:24])[C:20](=[O:21])[N:13]3[CH:12]([C:36]([NH:61][CH:62]([CH2:77][C:78]([O:80][C:81]([CH3:84])([CH3:83])[CH3:82])=[O:79])[C:63](=[O:76])[CH2:64][O:65][C:66](=[O:75])[C:67]3[C:72]([CH3:73])=[CH:71][CH:70]=[CH:69][C:68]=3[CH3:74])=[O:37])[CH2:11]2)(=[O:8])=[O:9])[CH:2]=[CH:3][CH:4]=[CH:5][CH:6]=1, predict the reactants needed to synthesize it. The reactants are: [C:1]1([S:7]([N:10]2[CH2:35][CH:14]3[CH2:15][CH2:16][CH2:17][CH2:18][CH:19]([NH:22][C:23]([C:25]4[C:34]5[C:29](=[CH:30][CH:31]=[CH:32][CH:33]=5)[CH:28]=[CH:27][N:26]=4)=[O:24])[C:20](=[O:21])[N:13]3[CH:12]([C:36](O)=[O:37])[CH2:11]2)(=[O:9])=[O:8])[CH:6]=[CH:5][CH:4]=[CH:3][CH:2]=1.CCN=C=NCCCN(C)C.Cl.C1C=CC2N(O)N=NC=2C=1.[NH2:61][CH:62]([CH2:77][C:78]([O:80][C:81]([CH3:84])([CH3:83])[CH3:82])=[O:79])[C:63](=[O:76])[CH2:64][O:65][C:66](=[O:75])[C:67]1[C:72]([CH3:73])=[CH:71][CH:70]=[CH:69][C:68]=1[CH3:74].C(N(CC)CC)C. (5) The reactants are: [CH3:1][C:2]1([C:7]2[O:11][C:10]([CH2:12][N:13]3[CH:17]=[C:16]([NH2:18])[CH:15]=[N:14]3)=[CH:9][CH:8]=2)[O:6]CCO1.[F:19][C:20]([F:33])([F:32])[C:21]1[CH:26]=[CH:25][C:24](/[CH:27]=[CH:28]/[C:29](O)=[O:30])=[CH:23][CH:22]=1. Given the product [C:2]([C:7]1[O:11][C:10]([CH2:12][N:13]2[CH:17]=[C:16]([NH:18][C:29](=[O:30])/[CH:28]=[CH:27]/[C:24]3[CH:23]=[CH:22][C:21]([C:20]([F:32])([F:33])[F:19])=[CH:26][CH:25]=3)[CH:15]=[N:14]2)=[CH:9][CH:8]=1)(=[O:6])[CH3:1], predict the reactants needed to synthesize it. (6) Given the product [CH2:13]([N:14]([CH2:17][CH3:18])[CH2:15][CH2:16][N:1]1[C:9]2[C:4](=[CH:5][CH:6]=[CH:7][CH:8]=2)[CH:3]=[CH:2]1)[CH3:12], predict the reactants needed to synthesize it. The reactants are: [NH:1]1[C:9]2[C:4](=[CH:5][CH:6]=[CH:7][CH:8]=2)[CH:3]=[CH:2]1.Br.Br[CH2:12][CH2:13][N:14]([CH2:17][CH3:18])[CH2:15][CH3:16]. (7) Given the product [Cl:1][C:2]1[CH:7]=[CH:6][C:5]([O:8][CH2:13][C:14]2[CH:19]=[CH:18][CH:17]=[C:16]([CH3:20])[CH:15]=2)=[CH:4][C:3]=1[N+:9]([O-:11])=[O:10], predict the reactants needed to synthesize it. The reactants are: [Cl:1][C:2]1[CH:7]=[CH:6][C:5]([OH:8])=[CH:4][C:3]=1[N+:9]([O-:11])=[O:10].Br[CH2:13][C:14]1[CH:19]=[CH:18][CH:17]=[C:16]([CH3:20])[CH:15]=1.